This data is from Retrosynthesis with 50K atom-mapped reactions and 10 reaction types from USPTO. The task is: Predict the reactants needed to synthesize the given product. (1) Given the product CC(C)(C)OC(=O)N1CCC[C@@H]([C@@H](OCCN)c2cc(F)cc(Cl)c2)C1, predict the reactants needed to synthesize it. The reactants are: CC(C)(C)OC(=O)N1CCC[C@@H]([C@@H](OCC#N)c2cc(F)cc(Cl)c2)C1. (2) Given the product [O-][n+]1c(Br)cccc1N[C@H]1CC[C@@H](NCc2ccccc2)CC1, predict the reactants needed to synthesize it. The reactants are: N[C@H]1CC[C@@H](NCc2ccccc2)CC1.[O-][n+]1c(Br)cccc1Br.